From a dataset of TCR-epitope binding with 47,182 pairs between 192 epitopes and 23,139 TCRs. Binary Classification. Given a T-cell receptor sequence (or CDR3 region) and an epitope sequence, predict whether binding occurs between them. The epitope is KPLEFGATSAAL. The TCR CDR3 sequence is CASSGSWESTGELFF. Result: 1 (the TCR binds to the epitope).